This data is from Catalyst prediction with 721,799 reactions and 888 catalyst types from USPTO. The task is: Predict which catalyst facilitates the given reaction. Reactant: Br[C:2]1[C:3]([C:16]2[CH:21]=[CH:20][CH:19]=[CH:18][CH:17]=2)=[N:4][C:5]2[C:10]([N:11]=1)=[CH:9][C:8]([C:12]([O:14][CH3:15])=[O:13])=[CH:7][CH:6]=2.[CH3:22][O:23][C:24]1[CH:29]=[CH:28][C:27](B(O)O)=[CH:26][CH:25]=1.C1(P(C2CCCCC2)C2CCCCC2)CCCCC1.[O-]P([O-])([O-])=O.[K+].[K+].[K+]. Product: [CH3:22][O:23][C:24]1[CH:29]=[CH:28][C:27]([C:2]2[C:3]([C:16]3[CH:21]=[CH:20][CH:19]=[CH:18][CH:17]=3)=[N:4][C:5]3[C:10]([N:11]=2)=[CH:9][C:8]([C:12]([O:14][CH3:15])=[O:13])=[CH:7][CH:6]=3)=[CH:26][CH:25]=1. The catalyst class is: 62.